This data is from Reaction yield outcomes from USPTO patents with 853,638 reactions. The task is: Predict the reaction yield, written as a fraction of the theoretical maximum amount of product (1.0 means a 100% yield; for example, 0.34 means a 34% yield). (1) The reactants are C([O:3][C:4]([CH:6]1[CH2:14][C:10]2[S:11][CH:12]=[CH:13][C:9]=2[C:8](=[O:15])[CH2:7]1)=[O:5])C.[OH-].[Na+]. The catalyst is CCO. The yield is 1.00. The product is [O:15]=[C:8]1[C:9]2[CH:13]=[CH:12][S:11][C:10]=2[CH2:14][CH:6]([C:4]([OH:5])=[O:3])[CH2:7]1. (2) The reactants are Br[C:2]1[C:7]([O:8][CH2:9][C:10]2[N:11]([CH3:15])[N:12]=[CH:13][N:14]=2)=[N:6][N:5]2[C:16]([C:19]3[CH:24]=[CH:23][CH:22]=[CH:21][C:20]=3[F:25])=[N:17][N:18]=[C:4]2[CH:3]=1.[F:26][C:27]1[CH:28]=[C:29](B(O)O)[CH:30]=[CH:31][CH:32]=1.P([O-])([O-])([O-])=O.[K+].[K+].[K+]. The catalyst is CN(C=O)C.[Pd].C1(P(C2C=CC=CC=2)C2C=CC=CC=2)C=CC=CC=1.C1(P(C2C=CC=CC=2)C2C=CC=CC=2)C=CC=CC=1.C1(P(C2C=CC=CC=2)C2C=CC=CC=2)C=CC=CC=1.C1(P(C2C=CC=CC=2)C2C=CC=CC=2)C=CC=CC=1. The product is [F:26][C:27]1[CH:32]=[C:31]([C:2]2[C:7]([O:8][CH2:9][C:10]3[N:11]([CH3:15])[N:12]=[CH:13][N:14]=3)=[N:6][N:5]3[C:16]([C:19]4[CH:24]=[CH:23][CH:22]=[CH:21][C:20]=4[F:25])=[N:17][N:18]=[C:4]3[CH:3]=2)[CH:30]=[CH:29][CH:28]=1. The yield is 0.350. (3) The reactants are [CH:1]1([CH2:4][OH:5])[CH2:3][CH2:2]1.[CH3:6][S:7](Cl)(=[O:9])=[O:8].CCN(CC)CC.Cl. The catalyst is C(Cl)Cl.[Cl-].[Na+].O. The product is [S:7]([O:5][CH2:4][CH:1]1[CH2:3][CH2:2]1)(=[O:9])(=[O:8])[CH3:6]. The yield is 0.880.